From a dataset of Reaction yield outcomes from USPTO patents with 853,638 reactions. Predict the reaction yield, written as a fraction of the theoretical maximum amount of product (1.0 means a 100% yield; for example, 0.34 means a 34% yield). (1) The product is [CH2:13]([C:5]1[CH:4]=[CH:3][N:2]=[N:1][CH:6]=1)[C:7]1[CH:12]=[CH:11][CH:10]=[CH:9][CH:8]=1. The catalyst is OS(O)(=O)=O.O.[N+]([O-])([O-])=O.[Ag+]. The yield is 0.220. The reactants are [N:1]1[CH:6]=[CH:5][CH:4]=[CH:3][N:2]=1.[C:7]1([CH2:13]C(O)=O)[CH:12]=[CH:11][CH:10]=[CH:9][CH:8]=1. (2) The reactants are [F:1][C:2]([F:52])([F:51])[C:3]1[CH:4]=[C:5]([C:13]([CH3:50])([CH3:49])[C:14]([N:16]([CH3:48])[C:17]2[C:18]([C:40]3[CH:45]=[CH:44][C:43]([F:46])=[CH:42][C:41]=3[CH3:47])=[CH:19][C:20]([C@H:23]3[N:27](C(OC(C)(C)C)=O)[C@@:26]([CH3:39])([C:35]([O:37][CH3:38])=[O:36])[CH2:25][CH2:24]3)=[N:21][CH:22]=2)=[O:15])[CH:6]=[C:7]([C:9]([F:12])([F:11])[F:10])[CH:8]=1.C(O)(C(F)(F)F)=O. The catalyst is ClCCl. The product is [F:52][C:2]([F:1])([F:51])[C:3]1[CH:4]=[C:5]([C:13]([CH3:49])([CH3:50])[C:14]([N:16]([CH3:48])[C:17]2[C:18]([C:40]3[CH:45]=[CH:44][C:43]([F:46])=[CH:42][C:41]=3[CH3:47])=[CH:19][C:20]([C@H:23]3[NH:27][C@@:26]([CH3:39])([C:35]([O:37][CH3:38])=[O:36])[CH2:25][CH2:24]3)=[N:21][CH:22]=2)=[O:15])[CH:6]=[C:7]([C:9]([F:11])([F:12])[F:10])[CH:8]=1. The yield is 0.910.